Dataset: Forward reaction prediction with 1.9M reactions from USPTO patents (1976-2016). Task: Predict the product of the given reaction. (1) Given the reactants [O:1]1[CH2:4][CH:3]([N:5]2[CH:9]=[C:8]([NH2:10])[N:7]=[CH:6]2)[CH2:2]1.[C:11]([O:14][CH2:15][C:16]1[C:17]([N:31]2[CH2:42][CH2:41][N:40]3[C:33](=[CH:34][C:35]4[CH2:36][C:37]([CH3:44])([CH3:43])[CH2:38][C:39]=43)[C:32]2=[O:45])=[N:18][CH:19]=[CH:20][C:21]=1[C:22]1[CH:27]=[C:26](Br)[C:25](=[O:29])[N:24]([CH3:30])[CH:23]=1)(=[O:13])[CH3:12].CC1(C)C2C(=C(P(C3C=CC=CC=3)C3C=CC=CC=3)C=CC=2)OC2C(P(C3C=CC=CC=3)C3C=CC=CC=3)=CC=CC1=2.C(=O)([O-])[O-].[Cs+].[Cs+], predict the reaction product. The product is: [C:11]([O:14][CH2:15][C:16]1[C:17]([N:31]2[CH2:42][CH2:41][N:40]3[C:33](=[CH:34][C:35]4[CH2:36][C:37]([CH3:44])([CH3:43])[CH2:38][C:39]=43)[C:32]2=[O:45])=[N:18][CH:19]=[CH:20][C:21]=1[C:22]1[CH:27]=[C:26]([NH:10][C:8]2[N:7]=[CH:6][N:5]([CH:3]3[CH2:4][O:1][CH2:2]3)[CH:9]=2)[C:25](=[O:29])[N:24]([CH3:30])[CH:23]=1)(=[O:13])[CH3:12]. (2) Given the reactants [CH3:1][C:2]1[CH:8]=[C:7]([CH3:9])[CH:6]=[C:5]([CH3:10])[C:3]=1[NH2:4].[C:11](O[C:11]([O:13][C:14]([CH3:17])([CH3:16])[CH3:15])=[O:12])([O:13][C:14]([CH3:17])([CH3:16])[CH3:15])=[O:12].NC1C=CC=CC=1, predict the reaction product. The product is: [C:14]([O:13][C:11]([NH:4][C:3]1[C:5]([CH3:10])=[CH:6][C:7]([CH3:9])=[CH:8][C:2]=1[CH3:1])=[O:12])([CH3:17])([CH3:16])[CH3:15]. (3) Given the reactants [NH2:1][C:2]1[CH:11]=[C:10]2[C:5]([C:6](=[O:12])[NH:7][CH:8]=[N:9]2)=[CH:4][CH:3]=1.[C:13]([O:17][C:18]([N:20]([CH3:34])[CH2:21][CH2:22][CH:23]([C:27]1[CH:32]=[CH:31][C:30]([Cl:33])=[CH:29][CH:28]=1)[C:24]([O-])=[O:25])=[O:19])([CH3:16])([CH3:15])[CH3:14].[Na+], predict the reaction product. The product is: [C:13]([O:17][C:18](=[O:19])[N:20]([CH2:21][CH2:22][CH:23]([C:27]1[CH:28]=[CH:29][C:30]([Cl:33])=[CH:31][CH:32]=1)[C:24](=[O:25])[NH:1][C:2]1[CH:11]=[C:10]2[C:5]([C:6](=[O:12])[NH:7][CH:8]=[N:9]2)=[CH:4][CH:3]=1)[CH3:34])([CH3:16])([CH3:14])[CH3:15]. (4) Given the reactants [CH3:1][O:2][C:3]1[CH:8]=[C:7]([CH:9]=[CH2:10])[C:6]([F:11])=[CH:5][C:4]=1[N+:12]([O-:14])=[O:13].[NH:15]1[CH2:20][CH2:19][CH2:18][CH2:17][CH2:16]1, predict the reaction product. The product is: [F:11][C:6]1[CH:5]=[C:4]([N+:12]([O-:14])=[O:13])[C:3]([O:2][CH3:1])=[CH:8][C:7]=1[CH2:9][CH2:10][N:15]1[CH2:20][CH2:19][CH2:18][CH2:17][CH2:16]1. (5) Given the reactants [CH3:1][O:2][C:3]1[CH:20]=[CH:19][C:6]([C:7]([CH:9]2[CH2:14][CH2:13][N:12]([CH2:15][C:16]([OH:18])=O)[CH2:11][CH2:10]2)=[O:8])=[CH:5][CH:4]=1.[NH2:21][CH2:22][C:23]1[NH:32][C:31](=[O:33])[C:30]2[CH2:29][CH2:28][CH2:27][CH2:26][C:25]=2[N:24]=1, predict the reaction product. The product is: [CH3:1][O:2][C:3]1[CH:4]=[CH:5][C:6]([C:7]([CH:9]2[CH2:10][CH2:11][N:12]([CH2:15][C:16]([NH:21][CH2:22][C:23]3[NH:32][C:31](=[O:33])[C:30]4[CH2:29][CH2:28][CH2:27][CH2:26][C:25]=4[N:24]=3)=[O:18])[CH2:13][CH2:14]2)=[O:8])=[CH:19][CH:20]=1. (6) Given the reactants Br[C:2]1[C:3]2[NH:22][N:21]=[C:20]([NH:23][CH2:24][CH3:25])[C:4]=2[CH:5]=[N:6][C:7]=1[NH:8][C:9]([NH:11][C@@H:12]([C:14]1[CH:19]=[CH:18][CH:17]=[CH:16][CH:15]=1)[CH3:13])=[O:10].O1CCOC[CH2:27]1.C[Zn]C, predict the reaction product. The product is: [CH2:24]([NH:23][C:20]1[C:4]2[CH:5]=[N:6][C:7]([NH:8][C:9]([NH:11][C@@H:12]([C:14]3[CH:19]=[CH:18][CH:17]=[CH:16][CH:15]=3)[CH3:13])=[O:10])=[C:2]([CH3:27])[C:3]=2[NH:22][N:21]=1)[CH3:25]. (7) Given the reactants [Cl:1][C:2]1[N:7]=[C:6]([Cl:8])[C:5]([OH:9])=[C:4]([Cl:10])[N:3]=1.[C:11]([O:15][C:16](=[O:22])[N:17]([CH2:19][CH2:20]O)[CH3:18])([CH3:14])([CH3:13])[CH3:12].C1(P(C2C=CC=CC=2)C2C=CC=CC=2)C=CC=CC=1.CC(OC(/N=N/C(OC(C)C)=O)=O)C, predict the reaction product. The product is: [C:11]([O:15][C:16](=[O:22])[N:17]([CH3:18])[CH2:19][CH2:20][O:9][C:5]1[C:4]([Cl:10])=[N:3][C:2]([Cl:1])=[N:7][C:6]=1[Cl:8])([CH3:13])([CH3:14])[CH3:12]. (8) Given the reactants [NH2:1][CH:2]([C:5]1[C:6](=[O:18])[NH:7][C:8]([C:11]2[CH:16]=[CH:15][C:14]([Br:17])=[CH:13][CH:12]=2)=[N:9][N:10]=1)[CH2:3][CH3:4].[C:19]([C@@H:23]1[CH2:28][CH2:27][C@H:26]([C:29](Cl)=O)[CH2:25][CH2:24]1)([CH3:22])([CH3:21])[CH3:20], predict the reaction product. The product is: [Br:17][C:14]1[CH:15]=[CH:16][C:11]([C:8]2[NH:7][C:6](=[O:18])[C:5]3=[C:2]([CH2:3][CH3:4])[N:1]=[C:29]([C@H:26]4[CH2:27][CH2:28][C@@H:23]([C:19]([CH3:20])([CH3:22])[CH3:21])[CH2:24][CH2:25]4)[N:10]3[N:9]=2)=[CH:12][CH:13]=1. (9) Given the reactants [CH3:1][N:2]1[C:6]2=[N:7][C:8]3[C:13]([C:14]([NH:15][C:16]4[CH:21]=[CH:20][C:19]([C:22]([O:24][CH3:25])=[O:23])=[CH:18][CH:17]=4)=[C:5]2[C:4]([CH3:26])=[N:3]1)=[CH:12][CH:11]=[CH:10][CH:9]=3.[H-].[Na+].[CH3:29]I, predict the reaction product. The product is: [CH3:1][N:2]1[C:6]2=[N:7][C:8]3[C:13]([C:14]([N:15]([CH3:29])[C:16]4[CH:21]=[CH:20][C:19]([C:22]([O:24][CH3:25])=[O:23])=[CH:18][CH:17]=4)=[C:5]2[C:4]([CH3:26])=[N:3]1)=[CH:12][CH:11]=[CH:10][CH:9]=3.